Dataset: Catalyst prediction with 721,799 reactions and 888 catalyst types from USPTO. Task: Predict which catalyst facilitates the given reaction. (1) Reactant: [C:1]([OH:5])([CH3:4])([CH3:3])[CH3:2].Cl[S:7]([N:10]=[C:11]=[O:12])(=[O:9])=[O:8].[NH2:13][C:14]1[C:15]([CH3:39])=[C:16]2[C:20](=[C:21]([NH:24][C:25](=[O:30])[C:26]([CH3:29])([CH3:28])[CH3:27])[C:22]=1[CH3:23])[N:19]([CH2:31][CH2:32][CH2:33][CH2:34][CH2:35][CH2:36][CH2:37][CH3:38])[CH2:18][CH2:17]2.C(N(CC)CC)C. Product: [C:1]([O:5][C:11]([NH:10][S:7]([NH:13][C:14]1[C:15]([CH3:39])=[C:16]2[C:20](=[C:21]([NH:24][C:25](=[O:30])[C:26]([CH3:28])([CH3:29])[CH3:27])[C:22]=1[CH3:23])[N:19]([CH2:31][CH2:32][CH2:33][CH2:34][CH2:35][CH2:36][CH2:37][CH3:38])[CH2:18][CH2:17]2)(=[O:9])=[O:8])=[O:12])([CH3:4])([CH3:3])[CH3:2]. The catalyst class is: 2. (2) Reactant: [H-].[Na+].[CH3:3][NH:4][C:5](=[O:9])[CH2:6][C:7]#[N:8].[Cl:10][C:11]1[CH:19]=[CH:18][C:14]([C:15](F)=[O:16])=[C:13]([NH:20][CH2:21][C:22]2[CH:27]=[CH:26][CH:25]=[CH:24][N:23]=2)[N:12]=1.C(O)(=O)C. Product: [NH2:8][C:7]1[N:20]([CH2:21][C:22]2[CH:27]=[CH:26][CH:25]=[CH:24][N:23]=2)[C:13]2[C:14]([C:15](=[O:16])[C:6]=1[C:5]([NH:4][CH3:3])=[O:9])=[CH:18][CH:19]=[C:11]([Cl:10])[N:12]=2. The catalyst class is: 9. (3) Reactant: [N+:1]([C:4]1[CH:13]=[CH:12][C:7]([O:8][CH2:9][CH2:10][OH:11])=[CH:6][CH:5]=1)([O-])=O.CO.[H][H]. Product: [NH2:1][C:4]1[CH:5]=[CH:6][C:7]([O:8][CH2:9][CH2:10][OH:11])=[CH:12][CH:13]=1. The catalyst class is: 153. (4) Reactant: [F:1][C:2]([F:15])([F:14])[S:3]([O:6]S(C(F)(F)F)(=O)=O)(=[O:5])=[O:4].[Cl:16][C:17]1[CH:18]=[C:19](O)[CH:20]=[N:21][CH:22]=1.C(N(CC)CC)C.CCCCCC. Product: [F:1][C:2]([F:15])([F:14])[S:3]([O:6][C:19]1[CH:20]=[N:21][CH:22]=[C:17]([Cl:16])[CH:18]=1)(=[O:5])=[O:4]. The catalyst class is: 124. (5) Reactant: [CH3:1][O:2][C:3]1[CH:4]=[C:5]2[C:10](=[CH:11][C:12]=1[O:13][CH3:14])[N:9]=[CH:8][CH:7]=[C:6]2[O:15][C:16]1[CH:22]=[CH:21][C:19]([NH2:20])=[C:18]([F:23])[CH:17]=1.C(N(CC)C(C)C)(C)C.ClC(Cl)(O[C:37](=[O:43])OC(Cl)(Cl)Cl)Cl.[NH:45]1[C:49]([NH2:50])=[CH:48][CH:47]=[N:46]1.C(=O)([O-])O.[Na+]. Product: [CH3:1][O:2][C:3]1[CH:4]=[C:5]2[C:10](=[CH:11][C:12]=1[O:13][CH3:14])[N:9]=[CH:8][CH:7]=[C:6]2[O:15][C:16]1[CH:22]=[CH:21][C:19]([NH:20][C:37]([NH:50][C:49]2[NH:45][N:46]=[CH:47][CH:48]=2)=[O:43])=[C:18]([F:23])[CH:17]=1. The catalyst class is: 159. (6) Reactant: [CH3:1][O:2][C:3](=[O:22])[C:4]1[CH:9]=[C:8]([Cl:10])[C:7]([O:11][CH3:12])=[CH:6][C:5]=1[O:13][CH2:14][CH:15]1[CH2:21][NH:20][CH2:19][CH2:18][CH2:17][O:16]1.C(N(CC)CC)C.Br[CH2:31][C:32]1[CH:37]=[CH:36][C:35]([F:38])=[CH:34][CH:33]=1. Product: [CH3:1][O:2][C:3](=[O:22])[C:4]1[CH:9]=[C:8]([Cl:10])[C:7]([O:11][CH3:12])=[CH:6][C:5]=1[O:13][CH2:14][CH:15]1[CH2:21][N:20]([CH2:31][C:32]2[CH:37]=[CH:36][C:35]([F:38])=[CH:34][CH:33]=2)[CH2:19][CH2:18][CH2:17][O:16]1. The catalyst class is: 1.